Predict the product of the given reaction. From a dataset of Forward reaction prediction with 1.9M reactions from USPTO patents (1976-2016). (1) Given the reactants [C:1]([NH:4][C:5]1[S:19][C:8]2[CH2:9][N:10](C(OC(C)(C)C)=O)[CH2:11][C:7]=2[C:6]=1[C:20]1[S:21][C:22]2[CH:28]=[CH:27][CH:26]=[CH:25][C:23]=2[N:24]=1)(=[O:3])[CH3:2].[F:29][C:30]([F:35])([F:34])[C:31]([OH:33])=[O:32], predict the reaction product. The product is: [F:29][C:30]([F:35])([F:34])[C:31]([O-:33])=[O:32].[C:1]([NH:4][C:5]1[S:19][C:8]2[CH2:9][NH2+:10][CH2:11][C:7]=2[C:6]=1[C:20]1[S:21][C:22]2[CH:28]=[CH:27][CH:26]=[CH:25][C:23]=2[N:24]=1)(=[O:3])[CH3:2]. (2) The product is: [CH2:19]([O:18][C:16](=[O:17])[C:15](=[C:26]([S:22][CH3:21])[S:27][CH3:29])[C:13](=[O:14])[CH2:12][C:10]([O:9][CH2:8][CH3:7])=[O:11])[CH3:20]. Given the reactants C(=O)([O-])[O-].[K+].[K+].[CH3:7][CH2:8][O:9][C:10]([CH2:12][C:13]([CH2:15][C:16]([O:18][CH2:19][CH3:20])=[O:17])=[O:14])=[O:11].[C:21](=S)=[S:22].CI.[CH3:26][S:27]([CH3:29])=O, predict the reaction product. (3) Given the reactants C([NH:18][C@H:19]([C:31]([OH:33])=[O:32])[CH2:20][C:21]1[C:30]2[C:25](=[CH:26][CH:27]=[CH:28][CH:29]=2)[CH:24]=[CH:23][CH:22]=1)(OCC1C2C(=CC=CC=2)C2C1=CC=CC=2)=O.[NH2:34][C@H:35]([C:39]([O:41][CH2:42][CH:43]=[CH2:44])=[O:40])[CH:36]([CH3:38])[CH3:37].N1CCCCC1, predict the reaction product. The product is: [C:21]1([CH2:20][C@@H:19]([C:31]([OH:33])=[O:32])[NH2:18])[C:30]2[C:25](=[CH:26][CH:27]=[CH:28][CH:29]=2)[CH:24]=[CH:23][CH:22]=1.[NH2:34][C@H:35]([C:39]([O:41][CH2:42][CH:43]=[CH2:44])=[O:40])[CH:36]([CH3:38])[CH3:37]. (4) The product is: [C:27]([O:31][C:32](=[O:42])[NH:33][C:34]1[CH:39]=[CH:38][CH:37]=[CH:36][C:35]=1[CH2:40][I:25])([CH3:30])([CH3:29])[CH3:28]. Given the reactants N1C=CN=C1.C1(P(C2C=CC=CC=2)C2C=CC=CC=2)C=CC=CC=1.[I:25]I.[C:27]([O:31][C:32](=[O:42])[NH:33][C:34]1[CH:39]=[CH:38][CH:37]=[CH:36][C:35]=1[CH2:40]O)([CH3:30])([CH3:29])[CH3:28], predict the reaction product. (5) Given the reactants Cl[C:2]1[N:7]=[C:6]([S:8][C:9]2[CH:18]=[CH:17][C:12]([C:13]([O:15][CH3:16])=[O:14])=[CH:11][CH:10]=2)[CH:5]=[CH:4][N:3]=1.[O:19]1[CH2:24][CH2:23][N:22]([C:25]2[CH:31]=[CH:30][C:28]([NH2:29])=[CH:27][CH:26]=2)[CH2:21][CH2:20]1.O.C1(C)C=CC(S(O)(=O)=O)=CC=1.O, predict the reaction product. The product is: [O:19]1[CH2:20][CH2:21][N:22]([C:25]2[CH:26]=[CH:27][C:28]([NH:29][C:2]3[N:7]=[C:6]([S:8][C:9]4[CH:18]=[CH:17][C:12]([C:13]([O:15][CH3:16])=[O:14])=[CH:11][CH:10]=4)[CH:5]=[CH:4][N:3]=3)=[CH:30][CH:31]=2)[CH2:23][CH2:24]1.